From a dataset of Forward reaction prediction with 1.9M reactions from USPTO patents (1976-2016). Predict the product of the given reaction. (1) Given the reactants C(O[CH:5]1[CH2:17][CH2:16][CH2:15][CH2:14][CH2:13][CH:12]([O:18][Si:19]([CH2:24][CH3:25])([CH2:22][CH3:23])[CH2:20][CH3:21])[CH:11]=[CH:10][CH2:9][CH2:8][CH2:7][CH2:6]1)(=O)C.[C:26]([O:29]C(CCCCCCCC=O)CCC#C)(=[O:28])[CH3:27].IC1C(C)=CC(C)=CC=1C.Cl.CC([O-])(C)C.[K+].C([SiH](CC)CC)C, predict the reaction product. The product is: [C:26]([O:29][CH:7]1[CH2:6][CH2:5][CH2:17][CH2:16][CH2:15][CH2:14][CH2:13][CH:12]([O:18][Si:19]([CH2:20][CH3:21])([CH2:22][CH3:23])[CH2:24][CH3:25])[CH:11]=[CH:10][CH2:9][CH2:8]1)(=[O:28])[CH3:27]. (2) Given the reactants [OH:1][C:2]([CH2:13][C:14]1[C:22]2[C:17](=[CH:18][CH:19]=[CH:20][CH:21]=2)[NH:16][CH:15]=1)([C:10]([OH:12])=[O:11])[CH2:3][C:4](=[N:8][OH:9])[C:5]([OH:7])=[O:6].Cl.C(=O)([O-])[O-].[Na+].[Na+].C(OCC)(=O)C, predict the reaction product. The product is: [OH:1][C@:2]([CH2:13][C:14]1[C:22]2[C:17](=[CH:18][CH:19]=[CH:20][CH:21]=2)[NH:16][CH:15]=1)([C:10]([OH:12])=[O:11])[CH2:3][C:4](=[N:8][OH:9])[C:5]([OH:7])=[O:6].